Dataset: Full USPTO retrosynthesis dataset with 1.9M reactions from patents (1976-2016). Task: Predict the reactants needed to synthesize the given product. (1) Given the product [C:21]([N:25]1[C:30](=[O:31])[C:29]([Cl:32])=[C:28]([O:20][CH2:19][C:16]2[CH:15]=[CH:14][C:13]([CH2:12][CH2:11][CH2:10][CH2:9][O:8][Si:1]([C:4]([CH3:7])([CH3:6])[CH3:5])([CH3:3])[CH3:2])=[CH:18][CH:17]=2)[CH:27]=[N:26]1)([CH3:24])([CH3:22])[CH3:23], predict the reactants needed to synthesize it. The reactants are: [Si:1]([O:8][CH2:9][CH2:10][CH2:11][CH2:12][C:13]1[CH:18]=[CH:17][C:16]([CH2:19][OH:20])=[CH:15][CH:14]=1)([C:4]([CH3:7])([CH3:6])[CH3:5])([CH3:3])[CH3:2].[C:21]([N:25]1[C:30](=[O:31])[C:29]([Cl:32])=[C:28](Cl)[CH:27]=[N:26]1)([CH3:24])([CH3:23])[CH3:22].C(=O)([O-])[O-].[Cs+].[Cs+]. (2) Given the product [C:1]1([S:7]([N:10]2[C:18]3[C:13](=[CH:14][CH:15]=[CH:16][C:17]=3[F:19])[C:12]([Br:25])=[CH:11]2)(=[O:9])=[O:8])[CH:2]=[CH:3][CH:4]=[CH:5][CH:6]=1, predict the reactants needed to synthesize it. The reactants are: [C:1]1([S:7]([N:10]2[C:18]3[C:13](=[CH:14][CH:15]=[CH:16][C:17]=3[F:19])[CH:12]=[CH:11]2)(=[O:9])=[O:8])[CH:6]=[CH:5][CH:4]=[CH:3][CH:2]=1.C(=O)(O)[O-].[Na+].[Br:25]Br. (3) Given the product [NH2:9][C:10]1[N:11]([CH2:28][CH2:29][CH2:30][CH3:31])[C:12]([S:17][C:18]2[CH:23]=[C:22]([O:24][CH3:25])[CH:21]=[CH:20][C:19]=2[O:26][CH3:27])=[N:13][C:14]=1[C:15]([NH2:7])=[O:16], predict the reactants needed to synthesize it. The reactants are: COCCOC[N:7]1[C:15](=[O:16])[C:14]2[N:13]=[C:12]([S:17][C:18]3[CH:23]=[C:22]([O:24][CH3:25])[CH:21]=[CH:20][C:19]=3[O:26][CH3:27])[N:11]([CH2:28][CH2:29][CH2:30][CH3:31])[C:10]=2[N:9]=C1.[OH-].[Na+].Cl. (4) Given the product [CH3:48][C:16]1[N:15]=[C:14]([N:1]2[CH2:6][CH2:5][O:4][CH2:3][CH2:2]2)[N:19]=[C:18]([O:20][C:21]2[CH:47]=[CH:46][CH:45]=[CH:44][C:22]=2[CH2:23][NH:24][C:25]([NH:27][C:28]2[N:32]([C:33]3[CH:34]=[CH:35][C:36]([CH3:39])=[CH:37][CH:38]=3)[N:31]=[C:30]([C:40]([CH3:43])([CH3:42])[CH3:41])[CH:29]=2)=[O:26])[CH:17]=1, predict the reactants needed to synthesize it. The reactants are: [NH:1]1[CH2:6][CH2:5][O:4][CH2:3][CH2:2]1.C(=O)([O-])[O-].[Na+].[Na+].Cl[C:14]1[N:19]=[C:18]([O:20][C:21]2[CH:47]=[CH:46][CH:45]=[CH:44][C:22]=2[CH2:23][NH:24][C:25]([NH:27][C:28]2[N:32]([C:33]3[CH:38]=[CH:37][C:36]([CH3:39])=[CH:35][CH:34]=3)[N:31]=[C:30]([C:40]([CH3:43])([CH3:42])[CH3:41])[CH:29]=2)=[O:26])[CH:17]=[C:16]([CH3:48])[N:15]=1. (5) Given the product [Cl:1][C:2]1[CH:7]=[CH:6][CH:5]=[CH:4][C:3]=1[C:8]1[CH:13]=[CH:12][N:11]=[CH:10][C:9]=1[N:14]([CH2:15][C:16]#[N:17])[C:25](=[O:26])[C:24]1[CH:28]=[C:29]([C:31]([F:34])([F:32])[F:33])[CH:30]=[C:22]([S:19]([CH3:18])(=[O:21])=[O:20])[CH:23]=1, predict the reactants needed to synthesize it. The reactants are: [Cl:1][C:2]1[CH:7]=[CH:6][CH:5]=[CH:4][C:3]=1[C:8]1[CH:13]=[CH:12][N:11]=[CH:10][C:9]=1[NH:14][CH2:15][C:16]#[N:17].[CH3:18][S:19]([C:22]1[CH:23]=[C:24]([CH:28]=[C:29]([C:31]([F:34])([F:33])[F:32])[CH:30]=1)[C:25](O)=[O:26])(=[O:21])=[O:20]. (6) Given the product [CH:1]1([NH:6][C:7]2[N:12]3[N:13]=[C:14]([C:23]4[CH:24]=[CH:25][C:26]([F:29])=[CH:27][CH:28]=4)[C:15]([C:16]4[CH:21]=[CH:20][N:19]=[C:18]([NH:6][CH:1]5[CH2:5][CH2:4][CH2:3][CH2:2]5)[CH:17]=4)=[C:11]3[CH:10]=[CH:9][CH:8]=2)[CH2:2][CH2:3][CH2:4][CH2:5]1, predict the reactants needed to synthesize it. The reactants are: [CH:1]1([NH:6][C:7]2[N:12]3[N:13]=[C:14]([C:23]4[CH:28]=[CH:27][C:26]([F:29])=[CH:25][CH:24]=4)[C:15]([C:16]4[CH:21]=[CH:20][N:19]=[C:18](F)[CH:17]=4)=[C:11]3[CH:10]=[CH:9][CH:8]=2)[CH2:5][CH2:4][CH2:3][CH2:2]1. (7) Given the product [OH:30][CH:14]([CH:15]1[O:29][C:18]2[CH:19]=[N:20][C:21]3[CH:22]=[CH:23][C:24]([O:27][CH3:28])=[CH:25][C:26]=3[C:17]=2[CH2:16]1)[C@H:11]1[CH2:12][CH2:13][C@H:8]([NH:7][C:6]([C:40]2[CH:41]=[CH:42][C:36]3[S:35][CH2:34][C:33](=[O:32])[NH:38][C:37]=3[CH:39]=2)=[O:31])[CH2:9][CH2:10]1, predict the reactants needed to synthesize it. The reactants are: C(O[C:6](=[O:31])[NH:7][C@H:8]1[CH2:13][CH2:12][C@H:11]([CH:14]([OH:30])[CH:15]2[O:29][C:18]3[CH:19]=[N:20][C:21]4[CH:22]=[CH:23][C:24]([O:27][CH3:28])=[CH:25][C:26]=4[C:17]=3[CH2:16]2)[CH2:10][CH2:9]1)(C)(C)C.[O:32]=[C:33]1[NH:38][C:37]2[CH:39]=[C:40](C(O)=O)[CH:41]=[CH:42][C:36]=2[S:35][CH2:34]1. (8) Given the product [CH2:1]([C:3]1[CH:8]=[C:7]([CH3:9])[CH:6]=[C:5]([CH2:10][CH3:11])[C:4]=1[C:12]1[C:13](=[O:28])[N:14]([CH3:27])[N:15]=[C:16]([O:26][CH3:30])[C:17]=1[O:18][CH2:19][C:20]1[CH:25]=[CH:24][CH:23]=[CH:22][CH:21]=1)[CH3:2], predict the reactants needed to synthesize it. The reactants are: [CH2:1]([C:3]1[CH:8]=[C:7]([CH3:9])[CH:6]=[C:5]([CH2:10][CH3:11])[C:4]=1[C:12]1[C:13](=[O:28])[N:14]([CH3:27])[N:15]=[C:16]([OH:26])[C:17]=1[O:18][CH2:19][C:20]1[CH:25]=[CH:24][CH:23]=[CH:22][CH:21]=1)[CH3:2].I[CH2:30]CC.C(=O)([O-])[O-].[Cs+].[Cs+]. (9) Given the product [Br-:1].[C:10]1([C:13]2[CH:18]=[CH:17][CH:16]=[CH:15][CH:14]=2)[CH:11]=[CH:12][C:7]([CH2:6][CH2:5][CH2:4][CH2:3][CH2:2][N+:19]2[CH:24]=[CH:23][CH:22]=[CH:21][C:20]=2[CH3:25])=[CH:8][CH:9]=1, predict the reactants needed to synthesize it. The reactants are: [Br:1][CH2:2][CH2:3][CH2:4][CH2:5][CH2:6][C:7]1[CH:12]=[CH:11][C:10]([C:13]2[CH:18]=[CH:17][CH:16]=[CH:15][CH:14]=2)=[CH:9][CH:8]=1.[N:19]1[CH:24]=[CH:23][CH:22]=[CH:21][C:20]=1[CH3:25]. (10) Given the product [Na+:37].[Na+:37].[NH2:1][C:2]1[NH:7][C:6]2[NH:8][CH:9]=[C:10]([CH2:11][CH2:12][C:13]3[CH:14]=[CH:15][C:16]([C:17]([NH:19][C@H:20]([C:26]([O-:28])=[O:27])[CH2:21][CH2:22][C:23]([O-:25])=[O:24])=[O:18])=[CH:29][CH:30]=3)[C:5]=2[C:4](=[O:31])[N:3]=1, predict the reactants needed to synthesize it. The reactants are: [NH2:1][C:2]1[NH:7][C:6]2[NH:8][CH:9]=[C:10]([CH2:11][CH2:12][C:13]3[CH:30]=[CH:29][C:16]([C:17]([NH:19][C@H:20]([C:26]([OH:28])=[O:27])[CH2:21][CH2:22][C:23]([OH:25])=[O:24])=[O:18])=[CH:15][CH:14]=3)[C:5]=2[C:4](=[O:31])[N:3]=1.Cl.CCO.[OH-].[Na+:37].